Task: Regression/Classification. Given a drug SMILES string, predict its absorption, distribution, metabolism, or excretion properties. Task type varies by dataset: regression for continuous measurements (e.g., permeability, clearance, half-life) or binary classification for categorical outcomes (e.g., BBB penetration, CYP inhibition). Dataset: hlm.. Dataset: Human liver microsome stability data The molecule is CCOc1cccc2c1S(=O)(=O)N=C2C1=C(O)[C@H](C(C)C)N(Cc2ccccc2)C1=O. The result is 0 (unstable in human liver microsomes).